Dataset: Full USPTO retrosynthesis dataset with 1.9M reactions from patents (1976-2016). Task: Predict the reactants needed to synthesize the given product. Given the product [C:6]([N:1]1[CH:5]=[CH:4][N:3]=[CH:2]1)([N:1]1[CH:5]=[CH:4][N:3]=[CH:2]1)=[O:7], predict the reactants needed to synthesize it. The reactants are: [NH:1]1[CH:5]=[CH:4][N:3]=[CH:2]1.[CH3:6][O-:7].[Na+].